From a dataset of SARS-CoV-2 main protease (3CLPro) crystallographic fragment screen with 879 compounds. Binary Classification. Given a drug SMILES string, predict its activity (active/inactive) in a high-throughput screening assay against a specified biological target. (1) The compound is O=C(CCl)N1CCN(c2ccc([N+](=O)[O-])cc2)CC1. The result is 0 (inactive). (2) The drug is CS(=O)(=O)c1nccn1Cc1cscn1. The result is 0 (inactive). (3) The molecule is Cc1ncc(CNc2cncc(F)c2)s1. The result is 0 (inactive).